This data is from Aqueous solubility values for 9,982 compounds from the AqSolDB database. The task is: Regression/Classification. Given a drug SMILES string, predict its absorption, distribution, metabolism, or excretion properties. Task type varies by dataset: regression for continuous measurements (e.g., permeability, clearance, half-life) or binary classification for categorical outcomes (e.g., BBB penetration, CYP inhibition). For this dataset (solubility_aqsoldb), we predict Y. The molecule is CCOCCOC(C)=O. The Y is 0.272 log mol/L.